This data is from Peptide-MHC class I binding affinity with 185,985 pairs from IEDB/IMGT. The task is: Regression. Given a peptide amino acid sequence and an MHC pseudo amino acid sequence, predict their binding affinity value. This is MHC class I binding data. (1) The peptide sequence is KLYGYASLT. The MHC is HLA-A68:02 with pseudo-sequence HLA-A68:02. The binding affinity (normalized) is 0.140. (2) The peptide sequence is KRGVFVLGFLG. The MHC is HLA-B27:05 with pseudo-sequence HLA-B27:05. The binding affinity (normalized) is 0.572. (3) The peptide sequence is YLYNKYSFK. The MHC is HLA-A02:03 with pseudo-sequence HLA-A02:03. The binding affinity (normalized) is 0.611. (4) The peptide sequence is AYASIPALL. The MHC is H-2-Dd with pseudo-sequence H-2-Dd. The binding affinity (normalized) is 0.